Dataset: Forward reaction prediction with 1.9M reactions from USPTO patents (1976-2016). Task: Predict the product of the given reaction. (1) The product is: [CH3:18][N:2]([CH3:1])[C:3]1[CH:4]=[CH:5][C:6]([C:9]2[CH2:14][CH2:13][CH2:12][CH2:11][C:10]=2[C:15]([NH:19][C:20]2[CH:21]=[CH:22][C:23]([NH:26][CH2:34][CH2:35][C:36]3[CH:41]=[CH:40][CH:39]=[CH:38][N:37]=3)=[CH:24][CH:25]=2)=[O:17])=[CH:7][CH:8]=1. Given the reactants [CH3:1][N:2]([CH3:18])[C:3]1[CH:8]=[CH:7][C:6]([C:9]2[CH2:14][CH2:13][CH2:12][CH2:11][C:10]=2[C:15]([OH:17])=O)=[CH:5][CH:4]=1.[NH2:19][C:20]1[CH:25]=[CH:24][C:23]([N:26]([CH2:34][CH2:35][C:36]2[CH:41]=[CH:40][CH:39]=[CH:38][N:37]=2)C(=O)OC(C)(C)C)=[CH:22][CH:21]=1.O.ON1C2C=CC=CC=2N=N1.Cl.CN(C)CCCN=C=NCC.C(=O)([O-])[O-].[K+].[K+], predict the reaction product. (2) Given the reactants [O:1]([C:8]1[CH:13]=[CH:12][C:11]([OH:14])=[CH:10][CH:9]=1)[C:2]1[CH:7]=[CH:6][CH:5]=[CH:4][CH:3]=1.[CH3:15][N:16]([C:20]1[CH:25]=[CH:24][CH:23]=[CH:22][CH:21]=1)[C:17](Cl)=[O:18], predict the reaction product. The product is: [O:1]([C:8]1[CH:9]=[CH:10][C:11]([O:14][C:17](=[O:18])[N:16]([CH3:15])[C:20]2[CH:25]=[CH:24][CH:23]=[CH:22][CH:21]=2)=[CH:12][CH:13]=1)[C:2]1[CH:7]=[CH:6][CH:5]=[CH:4][CH:3]=1.